Task: Predict the reaction yield, written as a fraction of the theoretical maximum amount of product (1.0 means a 100% yield; for example, 0.34 means a 34% yield).. Dataset: Reaction yield outcomes from USPTO patents with 853,638 reactions The yield is 0.730. No catalyst specified. The product is [CH2:37]([O:39][C:6]1[CH:5]=[C:4]([N:12]2[C:16]([C:17]3[CH:22]=[CH:21][C:20]([C:23]4[O:24][CH:25]=[CH:26][CH:27]=4)=[CH:19][CH:18]=3)=[CH:15][C:14]([C:28]([OH:30])=[O:29])=[N:13]2)[CH:3]=[CH:2][C:7]=1[S:8]([CH3:11])(=[O:9])=[O:10])[CH3:38]. The reactants are F[C:2]1[CH:3]=[C:4]([N:12]2[C:16]([C:17]3[CH:22]=[CH:21][C:20]([C:23]4[O:24][CH:25]=[CH:26][CH:27]=4)=[CH:19][CH:18]=3)=[CH:15][C:14]([C:28]([O:30]CC)=[O:29])=[N:13]2)[CH:5]=[CH:6][C:7]=1[S:8]([CH3:11])(=[O:10])=[O:9].[OH-].[Na+].O.Cl.[CH2:37]([OH:39])[CH3:38].